This data is from Forward reaction prediction with 1.9M reactions from USPTO patents (1976-2016). The task is: Predict the product of the given reaction. (1) Given the reactants [F:1][C:2]1[N:3]=[CH:4][C:5]2[C:10]([CH:11]=1)=[CH:9][C:8]([C:12]([OH:14])=O)=[CH:7][CH:6]=2.N1(C(N2C=CN=C2)=O)C=CN=C1.[NH2:27][NH:28][C:29]([NH2:31])=[S:30], predict the reaction product. The product is: [F:1][C:2]1[N:3]=[CH:4][C:5]2[C:10]([CH:11]=1)=[CH:9][C:8]([C:12]([NH:27][NH:28][C:29]([NH2:31])=[S:30])=[O:14])=[CH:7][CH:6]=2. (2) Given the reactants [C:1]([C:4]1[CH:9]=[N:8][N:7]2[CH:10]=[C:11]([C:13](O)=[O:14])[CH:12]=[C:6]2[C:5]=1[NH:16][C@@H:17]([C:19]1([CH3:22])[CH2:21][CH2:20]1)[CH3:18])(=[O:3])[NH2:2].C1C=CC2N(O)[N:30]=[N:29]C=2C=1.C(Cl)CCl.NN, predict the reaction product. The product is: [NH:29]([C:13]([C:11]1[CH:12]=[C:6]2[C:5]([NH:16][C@@H:17]([C:19]3([CH3:22])[CH2:20][CH2:21]3)[CH3:18])=[C:4]([C:1]([NH2:2])=[O:3])[CH:9]=[N:8][N:7]2[CH:10]=1)=[O:14])[NH2:30]. (3) Given the reactants Cl[C:2]1[CH:3]=[C:4]([CH2:9][NH:10][C:11](=O)OC(C)(C)C)[C:5]([CH3:8])=[N:6][CH:7]=1.C([B-:21](F)(F)F)(C)=C.[K+].[C:26](N)([CH3:29])(C)[CH3:27].C(Cl)Cl.[OH2:34], predict the reaction product. The product is: [CH3:8][C:5]1[C:4]([CH2:9][N:10]=[CH:11][B:21]=[O:34])=[CH:3][C:2]([C:26]([CH3:29])=[CH2:27])=[CH:7][N:6]=1. (4) Given the reactants Br[C:2]1[CH:3]=[CH:4][C:5]2[C:6]3[N:15]([NH:16][CH:17]([CH3:19])[CH3:18])[C:14]([CH2:20][CH2:21][CH3:22])=[N:13][C:7]=3[C:8]([NH2:12])=[N:9][C:10]=2[CH:11]=1.[N:23]1([C:29]([C:31]2[CH:32]=[C:33](B(O)O)[CH:34]=[CH:35][CH:36]=2)=[O:30])[CH2:28][CH2:27][O:26][CH2:25][CH2:24]1.C(=O)([O-])[O-].[Na+].[Na+].O, predict the reaction product. The product is: [CH:17]([NH:16][N:15]1[C:6]2[C:5]3[CH:4]=[CH:3][C:2]([C:35]4[CH:34]=[CH:33][CH:32]=[C:31]([C:29]([N:23]5[CH2:28][CH2:27][O:26][CH2:25][CH2:24]5)=[O:30])[CH:36]=4)=[CH:11][C:10]=3[N:9]=[C:8]([NH2:12])[C:7]=2[N:13]=[C:14]1[CH2:20][CH2:21][CH3:22])([CH3:19])[CH3:18]. (5) Given the reactants [CH3:1][O:2][C:3](=[O:19])[C@@:4]([CH3:18])([N:13]1[CH:17]=[CH:16][CH:15]=[CH:14]1)[CH2:5][C:6]1[CH:11]=[CH:10][C:9]([OH:12])=[CH:8][CH:7]=1.[Br:20]N1C(=O)CCC1=O, predict the reaction product. The product is: [CH3:1][O:2][C:3](=[O:19])[C@:4]([N:13]1[CH:17]=[CH:16][C:15]([Br:20])=[CH:14]1)([CH3:18])[CH2:5][C:6]1[CH:11]=[CH:10][C:9]([OH:12])=[CH:8][CH:7]=1. (6) Given the reactants CS(C)=O.[CH3:5][NH:6][C@@H:7]1[CH2:11][CH2:10][NH:9][CH2:8]1.[C:12]([C:14]1[C:19]2[N:20]=[C:21]([C:23]([N:25]([CH3:27])[CH3:26])=[O:24])[O:22][C:18]=2[C:17](F)=[C:16]([C:29]2[CH:34]=[CH:33][CH:32]=[CH:31][CH:30]=2)[C:15]=1[CH3:35])#[N:13].C(N(CC)CC)C, predict the reaction product. The product is: [C:12]([C:14]1[C:19]2[N:20]=[C:21]([C:23]([N:25]([CH3:27])[CH3:26])=[O:24])[O:22][C:18]=2[C:17]([N:9]2[CH2:10][CH2:11][C@@H:7]([NH:6][CH3:5])[CH2:8]2)=[C:16]([C:29]2[CH:34]=[CH:33][CH:32]=[CH:31][CH:30]=2)[C:15]=1[CH3:35])#[N:13]. (7) Given the reactants [N:1]1[C:10]2[C:5](=[CH:6][CH:7]=[CH:8][C:9]=2[C:11]([NH:13][NH2:14])=[O:12])[CH:4]=[CH:3][CH:2]=1.C(N(CC)C(C)C)(C)C.[C:24]1([S:30](Cl)(=[O:32])=[O:31])[CH:29]=[CH:28][CH:27]=[CH:26][CH:25]=1, predict the reaction product. The product is: [C:24]1([S:30]([NH:14][NH:13][C:11]([C:9]2[CH:8]=[CH:7][CH:6]=[C:5]3[C:10]=2[N:1]=[CH:2][CH:3]=[CH:4]3)=[O:12])(=[O:32])=[O:31])[CH:29]=[CH:28][CH:27]=[CH:26][CH:25]=1. (8) Given the reactants [F:1][C:2]1[CH:7]=[CH:6][C:5]([F:8])=[CH:4][C:3]=1[C@H:9]1[CH2:13][CH2:12][CH2:11][N:10]1[C:14]1[CH:15]=[CH:16][C:17]2[N:18]([C:20]([NH2:23])=[CH:21][N:22]=2)[N:19]=1.[CH3:24][S:25]([NH:28][C:29]1[CH:37]=[CH:36][C:32]([C:33](O)=[O:34])=[CH:31][CH:30]=1)(=[O:27])=[O:26].CN(C=O)C.CCN(C(C)C)C(C)C, predict the reaction product. The product is: [F:1][C:2]1[CH:7]=[CH:6][C:5]([F:8])=[CH:4][C:3]=1[C@H:9]1[CH2:13][CH2:12][CH2:11][N:10]1[C:14]1[CH:15]=[CH:16][C:17]2[N:18]([C:20]([NH:23][C:33](=[O:34])[C:32]3[CH:36]=[CH:37][C:29]([NH:28][S:25]([CH3:24])(=[O:27])=[O:26])=[CH:30][CH:31]=3)=[CH:21][N:22]=2)[N:19]=1. (9) Given the reactants Cl.[CH3:2][O:3][C:4](=[O:9])[C:5]([NH2:8])([CH3:7])[CH3:6].[F:10][C:11]([F:23])([F:22])[C:12]1[CH:17]=[CH:16][CH:15]=[CH:14][C:13]=1[S:18](Cl)(=[O:20])=[O:19].C(N(CC)CC)C.O, predict the reaction product. The product is: [CH3:2][O:3][C:4](=[O:9])[C:5]([CH3:7])([NH:8][S:18]([C:13]1[CH:14]=[CH:15][CH:16]=[CH:17][C:12]=1[C:11]([F:10])([F:22])[F:23])(=[O:20])=[O:19])[CH3:6]. (10) Given the reactants [F:1][C:2]1[CH:9]=[C:8]([F:10])[CH:7]=[C:6]([F:11])[C:3]=1[CH2:4][NH2:5].[Cl:12][C:13]1[N:18]=[C:17](Cl)[CH:16]=[CH:15][N:14]=1.CCN(C(C)C)C(C)C, predict the reaction product. The product is: [Cl:12][C:13]1[N:18]=[C:17]([NH:5][CH2:4][C:3]2[C:2]([F:1])=[CH:9][C:8]([F:10])=[CH:7][C:6]=2[F:11])[CH:16]=[CH:15][N:14]=1.